From a dataset of Reaction yield outcomes from USPTO patents with 853,638 reactions. Predict the reaction yield, written as a fraction of the theoretical maximum amount of product (1.0 means a 100% yield; for example, 0.34 means a 34% yield). (1) The reactants are [C:1]([C:4]1[C:12]2[O:11][C:10]([C:13]3[CH:18]=[CH:17][C:16]([O:19][CH3:20])=[CH:15][CH:14]=3)=[CH:9][C:8]=2[CH:7]=[C:6]([O:21][CH3:22])[CH:5]=1)([CH3:3])=[CH2:2].[H][H]. The catalyst is CCO.C1COCC1.[Pd]. The product is [CH:1]([C:4]1[C:12]2[O:11][C:10]([C:13]3[CH:18]=[CH:17][C:16]([O:19][CH3:20])=[CH:15][CH:14]=3)=[CH:9][C:8]=2[CH:7]=[C:6]([O:21][CH3:22])[CH:5]=1)([CH3:3])[CH3:2]. The yield is 0.950. (2) The reactants are [CH2:1]([O:8][C:9]1[C:14](=[O:15])[CH:13]=[C:12]([CH2:16][NH:17][S:18]([C:21]2[C:22]([CH3:27])=[CH:23][CH:24]=[CH:25][CH:26]=2)(=[O:20])=[O:19])[N:11]([CH3:28])[C:10]=1[C:29]([OH:31])=O)[C:2]1[CH:7]=[CH:6][CH:5]=[CH:4][CH:3]=1.[CH3:32][N:33](C(ON1N=NC2C=CC=CC1=2)=[N+](C)C)C.F[P-](F)(F)(F)(F)F.C(N(CC)CC)C.CCN(CC)CC.Cl.CN. The catalyst is CN(C)C=O. The product is [CH3:32][NH:33][C:29]([C:10]1[N:11]([CH3:28])[C:12]([CH2:16][NH:17][S:18]([C:21]2[C:22]([CH3:27])=[CH:23][CH:24]=[CH:25][CH:26]=2)(=[O:20])=[O:19])=[CH:13][C:14](=[O:15])[C:9]=1[O:8][CH2:1][C:2]1[CH:3]=[CH:4][CH:5]=[CH:6][CH:7]=1)=[O:31]. The yield is 0.226. (3) The reactants are [Br:1][C:2]1[CH:7]=[CH:6][C:5](I)=[CH:4][CH:3]=1.[OH:9][C:10]1[CH:15]=[CH:14][CH:13]=[CH:12][C:11]=1B(O)O.[O-]P([O-])([O-])=O.[K+].[K+].[K+]. The catalyst is O1CCOCC1.O.C1C=CC([P]([Pd]([P](C2C=CC=CC=2)(C2C=CC=CC=2)C2C=CC=CC=2)([P](C2C=CC=CC=2)(C2C=CC=CC=2)C2C=CC=CC=2)[P](C2C=CC=CC=2)(C2C=CC=CC=2)C2C=CC=CC=2)(C2C=CC=CC=2)C2C=CC=CC=2)=CC=1. The product is [Br:1][C:2]1[CH:7]=[CH:6][C:5]([C:11]2[C:10]([OH:9])=[CH:15][CH:14]=[CH:13][CH:12]=2)=[CH:4][CH:3]=1. The yield is 0.920.